From a dataset of Peptide-MHC class I binding affinity with 185,985 pairs from IEDB/IMGT. Regression. Given a peptide amino acid sequence and an MHC pseudo amino acid sequence, predict their binding affinity value. This is MHC class I binding data. (1) The peptide sequence is VLLEARQAY. The MHC is HLA-B07:02 with pseudo-sequence HLA-B07:02. The binding affinity (normalized) is 0.0847. (2) The binding affinity (normalized) is 0.122. The MHC is HLA-A11:01 with pseudo-sequence HLA-A11:01. The peptide sequence is NFLKEQHCQK. (3) The MHC is HLA-C07:01 with pseudo-sequence HLA-C07:01. The binding affinity (normalized) is 0.0847. The peptide sequence is YMYAVSGAL.